This data is from Reaction yield outcomes from USPTO patents with 853,638 reactions. The task is: Predict the reaction yield, written as a fraction of the theoretical maximum amount of product (1.0 means a 100% yield; for example, 0.34 means a 34% yield). The reactants are [CH3:1][C:2]1[N:3]=[CH:4][S:5][CH:6]=1.I[C:8]1[CH:13]=[CH:12][C:11]([S:14]([NH:17][CH2:18][CH2:19][C:20]([F:23])([F:22])[F:21])(=[O:16])=[O:15])=[CH:10][CH:9]=1.CN(C=O)C. The catalyst is C(OCC)(=O)C.[NH4+].[Cl-].C([O-])(=O)C.[Pd+2].C([O-])(=O)C.[Cu](I)I. The product is [CH3:1][C:2]1[N:3]=[C:4]([C:8]2[CH:9]=[CH:10][C:11]([S:14]([NH:17][CH2:18][CH2:19][C:20]([F:22])([F:21])[F:23])(=[O:16])=[O:15])=[CH:12][CH:13]=2)[S:5][CH:6]=1. The yield is 0.530.